Dataset: Forward reaction prediction with 1.9M reactions from USPTO patents (1976-2016). Task: Predict the product of the given reaction. (1) The product is: [CH2:1]([O:3][C:4]([CH:6]1[CH2:11][CH2:10][CH:9]([NH:12][C:28]2[N:33]=[C:32]([N:34]3[C:42]4[C:37](=[C:38]([O:43][CH2:44][CH2:45][CH2:46][S:47](=[O:48])(=[O:49])[NH2:50])[CH:39]=[CH:40][CH:41]=4)[CH:36]=[CH:35]3)[CH:31]=[CH:30][N:29]=2)[CH2:8][CH2:7]1)=[O:5])[CH3:2]. Given the reactants [CH2:1]([O:3][C:4]([CH:6]1[CH2:11][CH2:10][CH:9]([NH2:12])[CH2:8][CH2:7]1)=[O:5])[CH3:2].CCN(C(C)C)C(C)C.C(S([C:28]1[N:33]=[C:32]([N:34]2[C:42]3[C:37](=[C:38]([O:43][CH2:44][CH2:45][CH2:46][S:47]([NH2:50])(=[O:49])=[O:48])[CH:39]=[CH:40][CH:41]=3)[CH:36]=[CH:35]2)[CH:31]=[CH:30][N:29]=1)=O)CCC.O, predict the reaction product. (2) Given the reactants [CH2:1]([O:3][C:4](=[O:18])[CH2:5][C:6]1[C:10]2[CH:11]=[C:12]([C:15]#N)[CH:13]=[CH:14][C:9]=2[O:8][C:7]=1[CH3:17])[CH3:2].C(O)(=[O:21])C.N1C=CC=CC=1, predict the reaction product. The product is: [CH2:1]([O:3][C:4](=[O:18])[CH2:5][C:6]1[C:10]2[CH:11]=[C:12]([CH:15]=[O:21])[CH:13]=[CH:14][C:9]=2[O:8][C:7]=1[CH3:17])[CH3:2]. (3) Given the reactants [NH2:1][CH:2]1[CH2:7][CH2:6][CH:5]([N:8]2[C:19]3=[C:20]4[C:15](=[CH:16][CH:17]=[CH:18]3)[C:14]([OH:21])=[N:13][CH:12]=[C:11]4[CH2:10][CH2:9]2)[CH2:4][CH2:3]1.[C:22](OC(=O)C)(=[O:24])[CH3:23], predict the reaction product. The product is: [NH:1]([CH:2]1[CH2:3][CH2:4][CH:5]([N:8]2[C:19]3=[C:20]4[C:15](=[CH:16][CH:17]=[CH:18]3)[C:14]([OH:21])=[N:13][CH:12]=[C:11]4[CH2:10][CH2:9]2)[CH2:6][CH2:7]1)[C:22]([CH3:23])=[O:24]. (4) Given the reactants [Br:1][C:2]1[CH:3]=[C:4]([C:8]2[C:13](/[CH:14]=[CH:15]/[C:16]([O:18][CH2:19][CH3:20])=[O:17])=[C:12]([CH3:21])[N:11]=[C:10]3[N:22]([CH2:25][CH3:26])[N:23]=[CH:24][C:9]=23)[CH:5]=[N:6][CH:7]=1.[BH4-].[Na+], predict the reaction product. The product is: [Br:1][C:2]1[CH:3]=[C:4]([C:8]2[C:13]([CH2:14][CH2:15][C:16]([O:18][CH2:19][CH3:20])=[O:17])=[C:12]([CH3:21])[N:11]=[C:10]3[N:22]([CH2:25][CH3:26])[N:23]=[CH:24][C:9]=23)[CH:5]=[N:6][CH:7]=1. (5) Given the reactants [F:1][C:2]1[CH:3]=[C:4]2[C:9](=[C:10]([C:12]([OH:14])=O)[CH:11]=1)[NH:8][CH:7]([C:15]1[CH:20]=[CH:19][CH:18]=[C:17]([N:21]3[CH2:26][CH2:25][N:24]([C:27]4[CH:32]=[CH:31][CH:30]=[CH:29][C:28]=4[F:33])[CH2:23][CH2:22]3)[CH:16]=1)[CH2:6][C:5]2([CH3:35])[CH3:34].[CH3:36][S:37]([NH2:40])(=[O:39])=[O:38], predict the reaction product. The product is: [F:1][C:2]1[CH:3]=[C:4]2[C:9](=[C:10]([C:12]([NH:40][S:37]([CH3:36])(=[O:39])=[O:38])=[O:14])[CH:11]=1)[NH:8][CH:7]([C:15]1[CH:20]=[CH:19][CH:18]=[C:17]([N:21]3[CH2:22][CH2:23][N:24]([C:27]4[CH:32]=[CH:31][CH:30]=[CH:29][C:28]=4[F:33])[CH2:25][CH2:26]3)[CH:16]=1)[CH2:6][C:5]2([CH3:35])[CH3:34]. (6) Given the reactants [NH2:1][C:2]1[C:3]([C:7](=[N:17][OH:18])[NH:8][C:9]2[CH:14]=[CH:13][C:12]([F:15])=[C:11]([Cl:16])[CH:10]=2)=[N:4][O:5][N:6]=1.[C:19](N1C=CN=C1)(N1C=CN=C1)=[O:20], predict the reaction product. The product is: [NH2:1][C:2]1[C:3]([C:7]2[N:8]([C:9]3[CH:14]=[CH:13][C:12]([F:15])=[C:11]([Cl:16])[CH:10]=3)[C:19](=[O:20])[O:18][N:17]=2)=[N:4][O:5][N:6]=1.